From a dataset of Reaction yield outcomes from USPTO patents with 853,638 reactions. Predict the reaction yield, written as a fraction of the theoretical maximum amount of product (1.0 means a 100% yield; for example, 0.34 means a 34% yield). (1) The reactants are Br[C:2]1[CH:3]=[C:4]([CH:9]=[CH:10][C:11]=1[CH3:12])[C:5]([O:7][CH3:8])=[O:6].[CH3:13][N:14](C)C=O. The catalyst is [C-]#N.[C-]#N.[Zn+2].C1C=CC([P]([Pd]([P](C2C=CC=CC=2)(C2C=CC=CC=2)C2C=CC=CC=2)([P](C2C=CC=CC=2)(C2C=CC=CC=2)C2C=CC=CC=2)[P](C2C=CC=CC=2)(C2C=CC=CC=2)C2C=CC=CC=2)(C2C=CC=CC=2)C2C=CC=CC=2)=CC=1. The product is [C:13]([C:2]1[CH:3]=[C:4]([CH:9]=[CH:10][C:11]=1[CH3:12])[C:5]([O:7][CH3:8])=[O:6])#[N:14]. The yield is 0.760. (2) The reactants are O.[NH2:2][NH2:3].[F:4][C:5]1[CH:6]=[N:7][CH:8]=[C:9]([CH:15]=1)[C:10](OCC)=[O:11]. The catalyst is CCO. The product is [F:4][C:5]1[CH:6]=[N:7][CH:8]=[C:9]([CH:15]=1)[C:10]([NH:2][NH2:3])=[O:11]. The yield is 0.930. (3) The reactants are [CH3:1][N:2]([C:4]([N:6]=[C:7]([NH2:9])[NH2:8])=[NH:5])[CH3:3].Cl.[OH-].[Na+]. The catalyst is CO. The product is [CH3:1][N:2]([C:4]([NH:6][C:7]([NH2:9])=[NH:8])=[NH:5])[CH3:3]. The yield is 0.598. (4) The reactants are [Br:1]Br.[Br:3][CH:4]([F:35])[C:5]([F:34])([F:33])[O:6][C:7]1[CH:12]=[CH:11][C:10]([C:13]2[C:14]([CH3:32])=[C:15]([C:18]3[N:22]([CH3:23])[N:21]=[C:20]([C:24]4[C:29]([F:30])=[CH:28][CH:27]=[CH:26][C:25]=4[Cl:31])[N:19]=3)[S:16][CH:17]=2)=[CH:9][CH:8]=1.C([O-])(O)=O.[Na+]. The catalyst is C(O)(=O)C. The product is [Br:1][C:17]1[S:16][C:15]([C:18]2[N:22]([CH3:23])[N:21]=[C:20]([C:24]3[C:29]([F:30])=[CH:28][CH:27]=[CH:26][C:25]=3[Cl:31])[N:19]=2)=[C:14]([CH3:32])[C:13]=1[C:10]1[CH:9]=[CH:8][C:7]([O:6][C:5]([F:34])([F:33])[CH:4]([Br:3])[F:35])=[CH:12][CH:11]=1. The yield is 0.770. (5) The reactants are [OH-].[Na+].[I:3][C:4]1[CH:17]=[C:16]([C:18]([O:20]C)=[O:19])[C:15]2[NH:14][C:13]3[C:8](=[CH:9][CH:10]=[CH:11][CH:12]=3)[C:7](=[O:22])[C:6]=2[CH:5]=1. The catalyst is C(O)C. The product is [I:3][C:4]1[CH:17]=[C:16]([C:18]([OH:20])=[O:19])[C:15]2[NH:14][C:13]3[C:8](=[CH:9][CH:10]=[CH:11][CH:12]=3)[C:7](=[O:22])[C:6]=2[CH:5]=1. The yield is 0.900.